Dataset: Peptide-MHC class II binding affinity with 134,281 pairs from IEDB. Task: Regression. Given a peptide amino acid sequence and an MHC pseudo amino acid sequence, predict their binding affinity value. This is MHC class II binding data. The peptide sequence is PCSGSWLRDIWDWICEVLSD. The MHC is DRB1_0101 with pseudo-sequence DRB1_0101. The binding affinity (normalized) is 0.527.